Dataset: Full USPTO retrosynthesis dataset with 1.9M reactions from patents (1976-2016). Task: Predict the reactants needed to synthesize the given product. (1) The reactants are: [F:1][C:2]([F:17])([F:16])[C:3]1[CH:4]=[CH:5][C:6]([S:9][CH2:10][CH2:11][CH2:12][C:13]([OH:15])=O)=[N:7][CH:8]=1.[CH3:18][O:19][C:20]1[CH:28]=[CH:27][CH:26]=[CH:25][C:21]=1[CH2:22][NH:23][CH3:24]. Given the product [CH3:18][O:19][C:20]1[CH:28]=[CH:27][CH:26]=[CH:25][C:21]=1[CH2:22][N:23]([CH3:24])[C:13](=[O:15])[CH2:12][CH2:11][CH2:10][S:9][C:6]1[CH:5]=[CH:4][C:3]([C:2]([F:1])([F:17])[F:16])=[CH:8][N:7]=1, predict the reactants needed to synthesize it. (2) Given the product [CH3:1][N:2]([CH2:4][CH2:5][CH2:6][C:7]1([C:18]2[CH:23]=[CH:22][C:21]([F:24])=[CH:20][CH:19]=2)[O:15][CH2:14][C:13]2[CH:12]=[C:11]([C:16]#[N:17])[CH:10]=[CH:9][C:8]1=2)[CH3:3], predict the reactants needed to synthesize it. The reactants are: [CH3:1][N:2]([CH2:4][CH2:5][CH2:6][C:7]1([C:18]2[CH:19]=[CH:20][C:21]([F:24])=[CH:22][CH:23]=2)[O:15][CH2:14][C:13]2[CH:12]=[C:11]([C:16]#[N:17])[CH:10]=[CH:9][C:8]1=2)[CH3:3].Br.O.[OH-].[Na+]. (3) Given the product [NH2:2][S:3]([C:6]1[CH:7]=[CH:8][C:9]([CH2:10][NH:11][C:62]2[C:48]3[C:46](=[CH:45][C:49]([O:51][CH3:52])=[C:26]([O:55][CH3:54])[CH:19]=3)[N:47]=[C:43]([NH:27][C:28]3[S:29][C:30]([C:37]([O:39][CH2:40][CH3:41])=[O:38])=[C:31]([C:33]([F:36])([F:34])[F:35])[N:32]=3)[N:42]=2)=[CH:12][CH:13]=1)(=[O:4])=[O:5], predict the reactants needed to synthesize it. The reactants are: Cl.[NH2:2][S:3]([C:6]1[CH:13]=[CH:12][C:9]([CH2:10][NH2:11])=[CH:8][CH:7]=1)(=[O:5])=[O:4].Cl.CS([C:19]1[CH:26]=CC(CN)=CC=1)(=O)=O.[NH2:27][C:28]1[S:29][C:30]([C:37]([O:39][CH2:40][CH3:41])=[O:38])=[C:31]([C:33]([F:36])([F:35])[F:34])[N:32]=1.[NH2:42][C:43]1S[C:45]([C:49]([O:51][CH2:52]C)=O)=[C:46]([CH3:48])[N:47]=1.[C:54](O)(C(F)(F)F)=[O:55].O.[CH3:62]O.